From a dataset of Reaction yield outcomes from USPTO patents with 853,638 reactions. Predict the reaction yield, written as a fraction of the theoretical maximum amount of product (1.0 means a 100% yield; for example, 0.34 means a 34% yield). (1) The reactants are [Cl:1][C:2]1[CH:10]=[CH:9][CH:8]=[C:7]([N+:11]([O-:13])=[O:12])[C:3]=1[C:4]([OH:6])=O.O=S(Cl)Cl.[CH:18]1([NH2:21])[CH2:20][CH2:19]1.C([O-])(O)=O.[Na+]. The catalyst is C1(C)C=CC=CC=1.O1CCOCC1.O. The product is [Cl:1][C:2]1[CH:10]=[CH:9][CH:8]=[C:7]([N+:11]([O-:13])=[O:12])[C:3]=1[C:4]([NH:21][CH:18]1[CH2:20][CH2:19]1)=[O:6]. The yield is 0.654. (2) The reactants are [Cl:1][C:2]1[CH:34]=[CH:33][C:5]([C:6]([C@@:8]2([OH:32])[C@@H:12]([CH2:13][O:14][C:15](=[O:23])[C:16]3[CH:21]=[CH:20][C:19]([Cl:22])=[CH:18][CH:17]=3)[O:11][C@@H](N3C=CC(=O)NC3=O)C2)=[O:7])=[CH:4][CH:3]=1.C1(C)C=CC(S(Cl)(=O)=O)=CC=1.[C@@H]1([N:55]2C=CC(=O)[NH:58][C:56]2=O)O[C@H](CO)[C@@H](O)[C@H]1O.[OH2:63].N.[CH2:65]([N:67]([CH2:70][CH3:71])[CH2:68][CH3:69])C. The catalyst is CN(C1C=CN=CC=1)C.C(#N)C. The product is [Cl:1][C:2]1[CH:3]=[CH:4][C:5]([C:6]([C@@:8]2([OH:32])[C@@H:12]([CH2:13][O:14][C:15](=[O:23])[C:16]3[CH:21]=[CH:20][C:19]([Cl:22])=[CH:18][CH:17]=3)[O:11][C@@H:68]([N:67]3[CH:70]=[CH:71][C:56]([NH2:58])=[N:55][C:65]3=[O:63])[CH2:69]2)=[O:7])=[CH:33][CH:34]=1. The yield is 0.600. (3) The reactants are [CH3:1][C:2]1[CH:7]=[CH:6][C:5](S(OCC2[CH2:1][C:2]3[C:7](Br)=[CH:6][CH:5]=[CH:4][C:3]=3O2)(=O)=O)=[CH:4][CH:3]=1.[N-]=[N+]=[N-].[Na+].[N:27]([CH2:30][CH:31]1[CH2:35][C:34]2[CH:36]=[C:37](Cl)[CH:38]=[C:39](C3C=CSC=3)[C:33]=2[O:32]1)=[N+:28]=[N-:29]. No catalyst specified. The product is [CH3:1][C:2]1[CH:7]=[CH:6][C:5]([C:36]2[C:34]3[CH2:35][CH:31]([CH2:30][N:27]=[N+:28]=[N-:29])[O:32][C:33]=3[CH:39]=[CH:38][CH:37]=2)=[CH:4][CH:3]=1. The yield is 0.940. (4) The reactants are [CH3:1][O:2][C:3]1[CH:27]=[C:26]([O:28][CH3:29])[CH:25]=[CH:24][C:4]=1[CH2:5][N:6]1[C@@:14]([C:16]2[CH:21]=[CH:20][CH:19]=[CH:18][C:17]=2[F:22])([CH3:15])[C@@H:13]2[C@@H:9]([CH2:10][O:11][CH2:12]2)[O:8][S:7]1=[O:23].I([O-])(=O)(=O)=[O:31].[Na+].C(#N)C.O. The catalyst is C(OCC)(=O)C.[Ru](Cl)(Cl)Cl. The product is [CH3:1][O:2][C:3]1[CH:27]=[C:26]([O:28][CH3:29])[CH:25]=[CH:24][C:4]=1[CH2:5][N:6]1[C@@:14]([C:16]2[CH:21]=[CH:20][CH:19]=[CH:18][C:17]=2[F:22])([CH3:15])[C@@H:13]2[C@@H:9]([CH2:10][O:11][CH2:12]2)[O:8][S:7]1(=[O:31])=[O:23]. The yield is 0.550.